Dataset: Peptide-MHC class I binding affinity with 185,985 pairs from IEDB/IMGT. Task: Regression. Given a peptide amino acid sequence and an MHC pseudo amino acid sequence, predict their binding affinity value. This is MHC class I binding data. (1) The peptide sequence is NPLFHGGEPI. The MHC is HLA-B53:01 with pseudo-sequence HLA-B53:01. The binding affinity (normalized) is 0.469. (2) The peptide sequence is DGAEGINPY. The MHC is HLA-A02:03 with pseudo-sequence HLA-A02:03. The binding affinity (normalized) is 0.0847. (3) The peptide sequence is RRGLSQFTQ. The MHC is HLA-B27:05 with pseudo-sequence HLA-B27:05. The binding affinity (normalized) is 0.0847. (4) The binding affinity (normalized) is 0.550. The MHC is HLA-A11:01 with pseudo-sequence HLA-A11:01. The peptide sequence is SFSNTIQSYK. (5) The peptide sequence is VTEFRRTAIH. The MHC is HLA-A31:01 with pseudo-sequence HLA-A31:01. The binding affinity (normalized) is 0.142. (6) The peptide sequence is DLMSSKDDV. The MHC is HLA-A02:06 with pseudo-sequence HLA-A02:06. The binding affinity (normalized) is 0. (7) The peptide sequence is GAAIGLAWI. The MHC is HLA-B07:02 with pseudo-sequence HLA-B07:02. The binding affinity (normalized) is 0.